Dataset: Forward reaction prediction with 1.9M reactions from USPTO patents (1976-2016). Task: Predict the product of the given reaction. (1) The product is: [C:26]([N:22]1[CH2:23][CH2:24][CH2:25][C@H:20]([C:18]([NH:17][C@H:13]2[CH2:14][CH2:15][CH2:16][N:11]([S:8]([C:4]3[CH:5]=[CH:6][CH:7]=[C:2]([Cl:1])[C:3]=3[CH3:33])(=[O:9])=[O:10])[CH2:12]2)=[O:19])[CH2:21]1)(=[O:27])[CH3:35]. Given the reactants [Cl:1][C:2]1[C:3]([CH3:33])=[C:4]([S:8]([N:11]2[CH2:16][CH2:15][CH2:14][C@H:13]([NH:17][C:18]([C@H:20]3[CH2:25][CH2:24][CH2:23][N:22]([C:26](OC(C)(C)C)=[O:27])[CH2:21]3)=[O:19])[CH2:12]2)(=[O:10])=[O:9])[CH:5]=[CH:6][CH:7]=1.Cl.[C:35](O)(C(F)(F)F)=O, predict the reaction product. (2) Given the reactants CC([N:5]([CH2:9][C:10]1[N:32]([S:33]([C:36]2[CH:41]=[CH:40][CH:39]=[CH:38][CH:37]=2)(=[O:35])=[O:34])[C:13]2=[N:14][CH:15]=[CH:16][C:17]([C:18]3[CH:23]=[CH:22][C:21]([S:24]([N:27]4[CH2:31][CH2:30][CH2:29][CH2:28]4)(=[O:26])=[O:25])=[CH:20][CH:19]=3)=[C:12]2[CH:11]=1)C(=O)[O-])(C)C, predict the reaction product. The product is: [C:36]1([S:33]([N:32]2[C:13]3=[N:14][CH:15]=[CH:16][C:17]([C:18]4[CH:23]=[CH:22][C:21]([S:24]([N:27]5[CH2:31][CH2:30][CH2:29][CH2:28]5)(=[O:26])=[O:25])=[CH:20][CH:19]=4)=[C:12]3[CH:11]=[C:10]2[CH2:9][NH2:5])(=[O:35])=[O:34])[CH:37]=[CH:38][CH:39]=[CH:40][CH:41]=1. (3) Given the reactants [F:1][C:2]1[CH:3]=[C:4]2[C:9](=[CH:10][C:11]=1[F:12])[C:8]([CH3:14])([CH3:13])[C:7](=[O:15])[C:6]([C:16](OCC)=[O:17])=[C:5]2[OH:21].C(N(C(C)C)C(C)C)C.Cl.[NH2:32][CH2:33][C:34]([O:36][C:37]([CH3:40])([CH3:39])[CH3:38])=[O:35], predict the reaction product. The product is: [F:1][C:2]1[CH:3]=[C:4]2[C:9](=[CH:10][C:11]=1[F:12])[C:8]([CH3:13])([CH3:14])[C:7](=[O:15])[C:6]([C:16]([NH:32][CH2:33][C:34]([O:36][C:37]([CH3:40])([CH3:39])[CH3:38])=[O:35])=[O:17])=[C:5]2[OH:21]. (4) The product is: [CH3:1][O:2][CH2:3][CH2:4][CH2:5][CH2:6][CH2:7][CH2:8][CH2:9][CH2:10][CH:11]=[O:12]. Given the reactants [CH3:1][O:2][CH2:3][CH2:4][CH2:5][CH2:6][CH2:7][CH2:8][CH2:9][CH2:10][CH2:11][OH:12].C([O-])(=O)C.[Na+].[Cr](O[Cr]([O-])(=O)=O)([O-])(=O)=O.[NH+]1C=CC=CC=1.[NH+]1C=CC=CC=1, predict the reaction product. (5) Given the reactants Cl[CH2:2][Si:3]([CH3:6])([CH3:5])[CH3:4].[CH2:7]([NH2:14])[C:8]1[CH:13]=[CH:12][CH:11]=[CH:10][CH:9]=1.O, predict the reaction product. The product is: [CH2:7]([NH:14][CH2:2][Si:3]([CH3:6])([CH3:5])[CH3:4])[C:8]1[CH:13]=[CH:12][CH:11]=[CH:10][CH:9]=1. (6) The product is: [Br:1][C:2]1[CH:10]=[C:9]([CH3:24])[C:8]2[N:7]([CH3:12])[CH2:6][CH:5]3[CH2:13][N:14]([C:17]([O:19][C:20]([CH3:23])([CH3:22])[CH3:21])=[O:18])[CH2:15][CH2:16][C:3]=1[C:4]=23. Given the reactants [Br:1][C:2]1[CH:10]=[C:9](Br)[C:8]2[N:7]([CH3:12])[CH2:6][CH:5]3[CH2:13][N:14]([C:17]([O:19][C:20]([CH3:23])([CH3:22])[CH3:21])=[O:18])[CH2:15][CH2:16][C:3]=1[C:4]=23.[CH2:24]1COCC1.C([Li])(C)(C)C.CCCCCC.CI, predict the reaction product. (7) Given the reactants [N:1]1[C:13]2[NH:12][C:11]3[C:6](=[CH:7][N:8]=[CH:9][CH:10]=3)[C:5]=2[C:4](O)=[N:3][CH:2]=1.C(N(CC)CC)C.P(Cl)(Cl)([Cl:24])=O, predict the reaction product. The product is: [Cl:24][C:4]1[C:5]2[C:6]3[C:11](=[CH:10][CH:9]=[N:8][CH:7]=3)[NH:12][C:13]=2[N:1]=[CH:2][N:3]=1.